From a dataset of Catalyst prediction with 721,799 reactions and 888 catalyst types from USPTO. Predict which catalyst facilitates the given reaction. (1) Reactant: [CH2:1]([O:8][C:9]([N:11]1[C@H:15]([C:16](O)=[O:17])[C@@H:14]([CH3:19])[O:13][C:12]1([CH3:21])[CH3:20])=[O:10])[C:2]1[CH:7]=[CH:6][CH:5]=[CH:4][CH:3]=1.C(Cl)(=O)C([Cl:25])=O. Product: [Cl:25][C:16]([C@@H:15]1[C@@H:14]([CH3:19])[O:13][C:12]([CH3:21])([CH3:20])[N:11]1[C:9]([O:8][CH2:1][C:2]1[CH:7]=[CH:6][CH:5]=[CH:4][CH:3]=1)=[O:10])=[O:17]. The catalyst class is: 2. (2) Reactant: [N:1]([CH2:4][C@@H:5]1[CH2:9][C@@H:8]([O:10][C:11]2[CH:16]=[N:15][C:14]([CH:17]3[CH2:19][CH2:18]3)=[CH:13][N:12]=2)[CH2:7][N:6]1[C:20]([O:22][C:23]([CH3:26])([CH3:25])[CH3:24])=[O:21])=[N+]=[N-]. Product: [NH2:1][CH2:4][C@@H:5]1[CH2:9][C@@H:8]([O:10][C:11]2[CH:16]=[N:15][C:14]([CH:17]3[CH2:18][CH2:19]3)=[CH:13][N:12]=2)[CH2:7][N:6]1[C:20]([O:22][C:23]([CH3:26])([CH3:25])[CH3:24])=[O:21]. The catalyst class is: 834.